This data is from Full USPTO retrosynthesis dataset with 1.9M reactions from patents (1976-2016). The task is: Predict the reactants needed to synthesize the given product. The reactants are: Cl[C:2]1[C:7]([N+:8]([O-:10])=[O:9])=[C:6]([CH3:11])[CH:5]=[CH:4][N:3]=1.[CH2:12]([NH:19][CH2:20][C:21]1[CH:26]=[CH:25][CH:24]=[CH:23][CH:22]=1)[C:13]1[CH:18]=[CH:17][CH:16]=[CH:15][CH:14]=1.C(=O)([O-])[O-].[Na+].[Na+]. Given the product [CH2:20]([N:19]([CH2:12][C:13]1[CH:18]=[CH:17][CH:16]=[CH:15][CH:14]=1)[C:2]1[C:7]([N+:8]([O-:10])=[O:9])=[C:6]([CH3:11])[CH:5]=[CH:4][N:3]=1)[C:21]1[CH:26]=[CH:25][CH:24]=[CH:23][CH:22]=1, predict the reactants needed to synthesize it.